This data is from Catalyst prediction with 721,799 reactions and 888 catalyst types from USPTO. The task is: Predict which catalyst facilitates the given reaction. Reactant: O1[C:5]2([CH2:10][CH2:9][CH:8]([N:11]3[CH2:15][CH2:14][CH2:13][C:12]3=[O:16])[CH2:7][CH2:6]2)[O:4]CC1.[OH-].[Na+]. Product: [O:4]=[C:5]1[CH2:6][CH2:7][CH:8]([N:11]2[CH2:15][CH2:14][CH2:13][C:12]2=[O:16])[CH2:9][CH2:10]1. The catalyst class is: 33.